Dataset: Reaction yield outcomes from USPTO patents with 853,638 reactions. Task: Predict the reaction yield, written as a fraction of the theoretical maximum amount of product (1.0 means a 100% yield; for example, 0.34 means a 34% yield). (1) The reactants are [C:1]([O:9][C:10]1[CH:11]=[C:12]2[C:17](=[CH:18][C:19]=1[O:20][CH2:21][CH:22]1[CH2:27][CH2:26][N:25]([CH3:28])[CH2:24][CH2:23]1)[N:16]=[CH:15][N:14]=[C:13]2O)(=[O:8])[C:2]1[CH:7]=[CH:6][CH:5]=[CH:4][CH:3]=1.S(Cl)([Cl:32])=O. The catalyst is CN(C)C=O. The product is [C:1]([O:9][C:10]1[CH:11]=[C:12]2[C:17](=[CH:18][C:19]=1[O:20][CH2:21][CH:22]1[CH2:27][CH2:26][N:25]([CH3:28])[CH2:24][CH2:23]1)[N:16]=[CH:15][N:14]=[C:13]2[Cl:32])(=[O:8])[C:2]1[CH:7]=[CH:6][CH:5]=[CH:4][CH:3]=1. The yield is 0.940. (2) The reactants are [Cl:1][C:2]1[CH:3]=[N:4][C:5]([CH2:13][OH:14])=[C:6]([CH:12]=1)[C:7]([O:9][CH2:10][CH3:11])=[O:8].[F:15][C:16]1[CH:17]=[C:18](O)[CH:19]=[CH:20][CH:21]=1.C1(P(C2C=CC=CC=2)C2C=CC=CC=2)C=CC=CC=1.CCOC(/N=N/C(OCC)=O)=O.C1(C)C=CC=CC=1. The catalyst is O1CCCC1.O. The product is [Cl:1][C:2]1[CH:3]=[N:4][C:5]([CH2:13][O:14][C:20]2[CH:19]=[CH:18][CH:17]=[C:16]([F:15])[CH:21]=2)=[C:6]([CH:12]=1)[C:7]([O:9][CH2:10][CH3:11])=[O:8]. The yield is 0.560. (3) The reactants are [C:1]([N:9]([C:18]1[C:23]([C:24]([N:26]2[CH2:31][CH2:30][CH:29]([C:32]3[CH:37]=[CH:36][C:35]([F:38])=[CH:34][CH:33]=3)[CH2:28][CH2:27]2)=[O:25])=[CH:22][N:21]=[C:20]([SH:39])[C:19]=1[Cl:40])C(=O)C1C=CC=CC=1)(=[O:8])[C:2]1[CH:7]=[CH:6][CH:5]=[CH:4][CH:3]=1.C(=O)([O-])[O-].[K+].[K+].[Cl-].[NH4+]. The catalyst is CO. The product is [Cl:40][C:19]1[C:20]([SH:39])=[N:21][CH:22]=[C:23]([C:24]([N:26]2[CH2:31][CH2:30][CH:29]([C:32]3[CH:33]=[CH:34][C:35]([F:38])=[CH:36][CH:37]=3)[CH2:28][CH2:27]2)=[O:25])[C:18]=1[NH:9][C:1](=[O:8])[C:2]1[CH:7]=[CH:6][CH:5]=[CH:4][CH:3]=1. The yield is 0.680. (4) The reactants are [O:1]1[C:5]2([CH2:15][CH2:14][C:8]3([CH2:12][CH2:11][NH:10][C:9]3=[O:13])[CH2:7][CH2:6]2)[O:4][CH2:3][CH2:2]1.[F:16][C:17]([F:28])([F:27])[CH:18]([C:20]1[CH:25]=[CH:24][C:23](I)=[CH:22][CH:21]=1)[OH:19].CNCCNC.[O-]P([O-])([O-])=O.[K+].[K+].[K+]. The catalyst is CN(C=O)C. The product is [F:16][C:17]([F:27])([F:28])[CH:18]([C:20]1[CH:25]=[CH:24][C:23]([N:10]2[CH2:11][CH2:12][C:8]3([CH2:14][CH2:15][C:5]4([O:4][CH2:3][CH2:2][O:1]4)[CH2:6][CH2:7]3)[C:9]2=[O:13])=[CH:22][CH:21]=1)[OH:19]. The yield is 0.620.